From a dataset of Reaction yield outcomes from USPTO patents with 853,638 reactions. Predict the reaction yield, written as a fraction of the theoretical maximum amount of product (1.0 means a 100% yield; for example, 0.34 means a 34% yield). The reactants are [CH3:1][N:2]([CH3:12])[C:3]1[CH:8]=[CH:7][C:6]([N:9]([CH3:11])[CH3:10])=[CH:5][CH:4]=1.C[I:14].[CH2:15](Cl)Cl. The catalyst is ClC(Cl)C. The product is [I-:14].[CH3:10][N:9]([CH3:11])[C:6]1[CH:7]=[CH:8][C:3]([N+:2]([CH3:15])([CH3:12])[CH3:1])=[CH:4][CH:5]=1. The yield is 0.700.